This data is from Full USPTO retrosynthesis dataset with 1.9M reactions from patents (1976-2016). The task is: Predict the reactants needed to synthesize the given product. (1) The reactants are: [CH:1]1([CH2:4][OH:5])[CH2:3][CH2:2]1.[OH-].[K+].Br[C:9]1[N:14]=[C:13]([C:15]([OH:17])=[O:16])[CH:12]=[N:11][C:10]=1[N:18]1[CH2:21][C:20]([F:23])([F:22])[CH2:19]1.Cl. Given the product [CH:1]1([CH2:4][O:5][C:9]2[N:14]=[C:13]([C:15]([OH:17])=[O:16])[CH:12]=[N:11][C:10]=2[N:18]2[CH2:19][C:20]([F:23])([F:22])[CH2:21]2)[CH2:3][CH2:2]1, predict the reactants needed to synthesize it. (2) Given the product [CH3:27][O:26][C:24]1[CH:25]=[C:20]([C:16]2[CH:15]=[C:14]([CH2:13][N:1]3[CH2:6][CH2:5][CH:4]([C:7]([O:9][CH2:10][CH3:11])=[O:8])[CH2:3][CH2:2]3)[CH:19]=[CH:18][N:17]=2)[CH:21]=[C:22]([O:30][CH3:31])[C:23]=1[O:28][CH3:29], predict the reactants needed to synthesize it. The reactants are: [NH:1]1[CH2:6][CH2:5][CH:4]([C:7]([O:9][CH2:10][CH3:11])=[O:8])[CH2:3][CH2:2]1.Cl[CH2:13][C:14]1[CH:19]=[CH:18][N:17]=[C:16]([C:20]2[CH:25]=[C:24]([O:26][CH3:27])[C:23]([O:28][CH3:29])=[C:22]([O:30][CH3:31])[CH:21]=2)[CH:15]=1.C(=O)([O-])[O-].[K+].[K+]. (3) Given the product [Cl:10][C:3]1[C:2]([Cl:1])=[CH:7][C:6]([C:16]2[CH:17]=[C:12]([OH:11])[CH:13]=[CH:14][CH:15]=2)=[C:5]([I:9])[CH:4]=1, predict the reactants needed to synthesize it. The reactants are: [Cl:1][C:2]1[CH:7]=[C:6](I)[C:5]([I:9])=[CH:4][C:3]=1[Cl:10].[OH:11][C:12]1[CH:13]=[C:14](B(O)O)[CH:15]=[CH:16][CH:17]=1.C([O-])([O-])=O.[Na+].[Na+].O. (4) Given the product [Cl:21][C:4]1[C:5]2[O:20][C:9]3[CH2:10][CH2:11][N:12]([C:15]([O:17][CH2:18][CH3:19])=[O:16])[CH2:13][CH2:14][C:8]=3[C:6]=2[CH:7]=[C:2]([S:28]([C:22]2[CH:27]=[CH:26][CH:25]=[CH:24][CH:23]=2)(=[O:30])=[O:29])[CH:3]=1, predict the reactants needed to synthesize it. The reactants are: Br[C:2]1[CH:3]=[C:4]([Cl:21])[C:5]2[O:20][C:9]3[CH2:10][CH2:11][N:12]([C:15]([O:17][CH2:18][CH3:19])=[O:16])[CH2:13][CH2:14][C:8]=3[C:6]=2[CH:7]=1.[C:22]1([S:28]([O-:30])=[O:29])[CH:27]=[CH:26][CH:25]=[CH:24][CH:23]=1.[Na+]. (5) The reactants are: [NH2:1][C:2]1[C:3]([O:9][CH2:10][C:11]([N:13]2[CH2:18][C@H:17]([CH3:19])[N:16]([CH2:20][C:21]3[CH:26]=[CH:25][C:24]([F:27])=[CH:23][CH:22]=3)[CH2:15][C@H:14]2[CH3:28])=[O:12])=[N:4][CH:5]=[C:6]([Cl:8])[CH:7]=1.[CH2:29]([O:31][C:32](=[O:37])[CH2:33][CH2:34][CH2:35]Br)[CH3:30].C(=O)(O)[O-].[Na+].[I-].[K+].C(OC(=O)C(Br)CC)C. Given the product [CH2:29]([O:31][C:32](=[O:37])[CH2:33][CH2:34][CH2:35][NH:1][C:2]1[C:3]([O:9][CH2:10][C:11]([N:13]2[CH2:18][C@H:17]([CH3:19])[N:16]([CH2:20][C:21]3[CH:22]=[CH:23][C:24]([F:27])=[CH:25][CH:26]=3)[CH2:15][C@H:14]2[CH3:28])=[O:12])=[N:4][CH:5]=[C:6]([Cl:8])[CH:7]=1)[CH3:30], predict the reactants needed to synthesize it. (6) The reactants are: [C:1]([C:5]1[N:10]=[CH:9][C:8]([C:11]2[N:12]([C:32]([N:34]3[CH2:39][CH2:38][CH:37]([CH2:40][C:41](O)=[O:42])[CH2:36][CH2:35]3)=[O:33])[C@@:13]([C:25]3[CH:30]=[CH:29][C:28]([Cl:31])=[CH:27][CH:26]=3)([CH3:24])[C@@:14]([C:17]3[CH:22]=[CH:21][C:20]([Cl:23])=[CH:19][CH:18]=3)([CH3:16])[N:15]=2)=[C:7]([O:44][CH2:45][CH3:46])[CH:6]=1)([CH3:4])([CH3:3])[CH3:2].[OH:47][CH2:48][CH2:49][NH2:50]. Given the product [C:1]([C:5]1[N:10]=[CH:9][C:8]([C:11]2[N:12]([C:32]([N:34]3[CH2:39][CH2:38][CH:37]([CH2:40][C:41]([NH:50][CH2:49][CH2:48][OH:47])=[O:42])[CH2:36][CH2:35]3)=[O:33])[C@@:13]([C:25]3[CH:26]=[CH:27][C:28]([Cl:31])=[CH:29][CH:30]=3)([CH3:24])[C@@:14]([C:17]3[CH:22]=[CH:21][C:20]([Cl:23])=[CH:19][CH:18]=3)([CH3:16])[N:15]=2)=[C:7]([O:44][CH2:45][CH3:46])[CH:6]=1)([CH3:3])([CH3:4])[CH3:2], predict the reactants needed to synthesize it.